From a dataset of NCI-60 drug combinations with 297,098 pairs across 59 cell lines. Regression. Given two drug SMILES strings and cell line genomic features, predict the synergy score measuring deviation from expected non-interaction effect. Drug 1: CC1C(C(=O)NC(C(=O)N2CCCC2C(=O)N(CC(=O)N(C(C(=O)O1)C(C)C)C)C)C(C)C)NC(=O)C3=C4C(=C(C=C3)C)OC5=C(C(=O)C(=C(C5=N4)C(=O)NC6C(OC(=O)C(N(C(=O)CN(C(=O)C7CCCN7C(=O)C(NC6=O)C(C)C)C)C)C(C)C)C)N)C. Drug 2: CN(CC1=CN=C2C(=N1)C(=NC(=N2)N)N)C3=CC=C(C=C3)C(=O)NC(CCC(=O)O)C(=O)O. Cell line: LOX IMVI. Synergy scores: CSS=54.1, Synergy_ZIP=-1.76, Synergy_Bliss=-7.53, Synergy_Loewe=-9.85, Synergy_HSA=-4.99.